This data is from Reaction yield outcomes from USPTO patents with 853,638 reactions. The task is: Predict the reaction yield, written as a fraction of the theoretical maximum amount of product (1.0 means a 100% yield; for example, 0.34 means a 34% yield). (1) The reactants are [Cl:1][C:2]1[CH:3]=[C:4]([CH:6]=[CH:7][C:8]=1[F:9])[NH2:5].[CH3:10][O:11][C:12]1[CH:13]=[C:14]([CH:17]=[CH:18][C:19]=1[O:20][CH3:21])[CH:15]=O.C(O)(=O)C.C([BH3-])#N.[Na+]. The catalyst is C(O)(C)C. The product is [Cl:1][C:2]1[CH:3]=[C:4]([NH:5][CH2:15][C:14]2[CH:17]=[CH:18][C:19]([O:20][CH3:21])=[C:12]([O:11][CH3:10])[CH:13]=2)[CH:6]=[CH:7][C:8]=1[F:9]. The yield is 0.940. (2) The reactants are Br[C:2]1[CH:3]=[C:4]([C:8]([NH:10][C@@H:11]([CH2:24][C:25]2[CH:30]=[CH:29][CH:28]=[CH:27][C:26]=2[C:31]([F:34])([F:33])[F:32])[CH2:12][N:13]2[C:21](=[O:22])[C:20]3[C:15](=[CH:16][CH:17]=[CH:18][CH:19]=3)[C:14]2=[O:23])=[O:9])[S:5][C:6]=1[Cl:7].C([O-])([O-])=O.[Na+].[Na+].[CH3:41][N:42]1[C:46](B2OC(C)(C)C(C)(C)O2)=[C:45]([CH3:56])[CH:44]=[N:43]1. The catalyst is C1COCC1.C1C=CC(P(C2C=CC=CC=2)[C-]2C=CC=C2)=CC=1.C1C=CC(P(C2C=CC=CC=2)[C-]2C=CC=C2)=CC=1.Cl[Pd]Cl.[Fe+2]. The product is [Cl:7][C:6]1[S:5][C:4]([C:8]([NH:10][C@@H:11]([CH2:24][C:25]2[CH:30]=[CH:29][CH:28]=[CH:27][C:26]=2[C:31]([F:34])([F:33])[F:32])[CH2:12][N:13]2[C:21](=[O:22])[C:20]3[C:15](=[CH:16][CH:17]=[CH:18][CH:19]=3)[C:14]2=[O:23])=[O:9])=[CH:3][C:2]=1[C:46]1[N:42]([CH3:41])[N:43]=[CH:44][C:45]=1[CH3:56]. The yield is 0.734. (3) The reactants are [C:1]([N:5]1[C:9]2=[N:10][C:11]([NH:14][C:15](=[O:23])[C:16]3[CH:21]=[CH:20][C:19]([CH3:22])=[CH:18][CH:17]=3)=[CH:12][CH:13]=[C:8]2[C:7]([C:24]([OH:26])=O)=[CH:6]1)([CH3:4])([CH3:3])[CH3:2].[CH2:27]([NH2:31])[CH:28]([CH3:30])[CH3:29].F[P-](F)(F)(F)(F)F.C[N+](C)=C(N(C)C)ON1C2N=CC=CC=2N=N1.C(N(CC)CC)C. The catalyst is CN(C=O)C. The product is [CH2:27]([NH:31][C:24]([C:7]1[C:8]2[C:9](=[N:10][C:11]([NH:14][C:15](=[O:23])[C:16]3[CH:17]=[CH:18][C:19]([CH3:22])=[CH:20][CH:21]=3)=[CH:12][CH:13]=2)[N:5]([C:1]([CH3:4])([CH3:3])[CH3:2])[CH:6]=1)=[O:26])[CH:28]([CH3:30])[CH3:29]. The yield is 0.240. (4) The reactants are C(NC(C)C)(C)C.C([Li])CCC.[CH3:13][O:14][CH2:15][S:16][C:17]1[CH:22]=[CH:21][C:20]([CH2:23][C:24]([OH:26])=[O:25])=[CH:19][CH:18]=1.I[CH2:28][CH:29]1[CH2:33][CH2:32][CH2:31][CH2:30]1. The catalyst is O1CCCC1.CN1CCCN(C)C1=O. The product is [CH:29]1([CH2:28][CH:23]([C:20]2[CH:21]=[CH:22][C:17]([S:16][CH2:15][O:14][CH3:13])=[CH:18][CH:19]=2)[C:24]([OH:26])=[O:25])[CH2:33][CH2:32][CH2:31][CH2:30]1. The yield is 0.650. (5) The reactants are [F:1][C:2]1[CH:7]=[CH:6][CH:5]=[C:4]([F:8])[C:3]=1[C:9]1[S:10][C:11]([NH:38]C(=O)OC(C)(C)C)=[C:12]([C:14](=[O:37])[NH:15][C:16]2[CH:17]=[N:18][N:19]([CH2:35][CH3:36])[C:20]=2[N:21]2[CH2:27][CH2:26][CH2:25][CH:24]([NH:28]C(=O)C(F)(F)F)[CH2:23][CH2:22]2)[N:13]=1.C([O-])([O-])=O.[K+].[K+]. The catalyst is Cl.O1CCOCC1. The product is [NH2:38][C:11]1[S:10][C:9]([C:3]2[C:4]([F:8])=[CH:5][CH:6]=[CH:7][C:2]=2[F:1])=[N:13][C:12]=1[C:14]([NH:15][C:16]1[CH:17]=[N:18][N:19]([CH2:35][CH3:36])[C:20]=1[N:21]1[CH2:27][CH2:26][CH2:25][CH:24]([NH2:28])[CH2:23][CH2:22]1)=[O:37]. The yield is 0.990. (6) The reactants are [F:1][C:2]1[CH:7]=[C:6]([F:8])[CH:5]=[CH:4][C:3]=1[S:9][C:10]1[CH:11]=[CH:12][C:13]2[N:14]([C:16]([C:19]3[CH:27]=[CH:26][C:22]([C:23]([NH2:25])=[O:24])=[CH:21][CH:20]=3)=[N:17][N:18]=2)[CH:15]=1.[CH2:28]([CH2:30]N)[OH:29]. No catalyst specified. The product is [F:1][C:2]1[CH:7]=[C:6]([F:8])[CH:5]=[CH:4][C:3]=1[S:9][C:10]1[CH:11]=[CH:12][C:13]2[N:14]([C:16]([C:19]3[CH:27]=[CH:26][C:22]([C:23]([NH:25][CH2:30][CH2:28][OH:29])=[O:24])=[CH:21][CH:20]=3)=[N:17][N:18]=2)[CH:15]=1. The yield is 0.630.